Task: Regression/Classification. Given a drug SMILES string, predict its absorption, distribution, metabolism, or excretion properties. Task type varies by dataset: regression for continuous measurements (e.g., permeability, clearance, half-life) or binary classification for categorical outcomes (e.g., BBB penetration, CYP inhibition). Dataset: cyp2c9_veith.. Dataset: CYP2C9 inhibition data for predicting drug metabolism from PubChem BioAssay (1) The molecule is Cc1nc2c(C)cccn2c1/C(O)=C1\C(=O)C(=O)N(CCN(C)C)C1c1ccncc1. The result is 0 (non-inhibitor). (2) The compound is CCCCOc1cc(C(=O)NCCN(CC)CC)c2ccccc2n1. The result is 0 (non-inhibitor). (3) The compound is CC(C)(C)COS(=O)OCC(C)(C)C. The result is 0 (non-inhibitor). (4) The compound is CCC(C)Sc1nnc(CSc2nc3nc(C)cc(C)n3n2)o1. The result is 0 (non-inhibitor). (5) The drug is Cc1nc(SCc2cccc(Oc3ccccc3)c2)n[nH]1. The result is 1 (inhibitor). (6) The result is 1 (inhibitor). The molecule is O=C(c1ccncc1)N1CCC2(CCCN(Cc3ccncc3)C2)CC1.